From a dataset of Forward reaction prediction with 1.9M reactions from USPTO patents (1976-2016). Predict the product of the given reaction. (1) Given the reactants Cl[CH2:2][C:3]([C:7]1[CH:12]=[C:11]([F:13])[CH:10]=[C:9]([Cl:14])[CH:8]=1)([OH:6])[CH2:4]Cl.C(=O)(O)[O-].[Na+].[CH2:20]([NH2:24])[CH:21]([CH3:23])[CH3:22], predict the reaction product. The product is: [Cl:14][C:9]1[CH:8]=[C:7]([C:3]2([OH:6])[CH2:4][N:24]([CH2:20][CH:21]([CH3:23])[CH3:22])[CH2:2]2)[CH:12]=[C:11]([F:13])[CH:10]=1. (2) Given the reactants [CH3:1][O:2][C:3]1[CH:4]=[C:5]2[C:10](=[CH:11][C:12]=1[OH:13])[N:9]=[CH:8][CH:7]=[C:6]2[S:14][C:15]1[S:16][C:17]([N+:20]([O-:22])=[O:21])=[CH:18][CH:19]=1.[CH2:23]([N:25]([CH2:30][CH3:31])[CH2:26][CH2:27][CH2:28]O)[CH3:24].N(C(OCC)=O)=NC(OCC)=O.C1(P(C2C=CC=CC=2)C2C=CC=CC=2)C=CC=CC=1, predict the reaction product. The product is: [CH2:23]([N:25]([CH2:30][CH3:31])[CH2:26][CH2:27][CH2:28][O:13][C:12]1[CH:11]=[C:10]2[C:5]([C:6]([S:14][C:15]3[S:16][C:17]([N+:20]([O-:22])=[O:21])=[CH:18][CH:19]=3)=[CH:7][CH:8]=[N:9]2)=[CH:4][C:3]=1[O:2][CH3:1])[CH3:24]. (3) Given the reactants [NH2:1][OH:2].[C:3]1([C:9]2([C:15]3[CH:22]=[CH:21][C:18]([C:19]#[N:20])=[CH:17][CH:16]=3)[O:14][CH2:13]C=[CH:11][O:10]2)[CH:8]=[CH:7][CH:6]=[CH:5][CH:4]=1.C(N(CC)CC)C, predict the reaction product. The product is: [OH:2][N:1]=[C:19]([C:18]1[CH:17]=[CH:16][C:15]([C:9]2([C:3]3[CH:8]=[CH:7][CH:6]=[CH:5][CH:4]=3)[O:14][CH2:13][CH2:11][O:10]2)=[CH:22][CH:21]=1)[NH2:20]. (4) Given the reactants [CH3:1][S:2][C:3]1[CH:8]=[CH:7][C:6]([C:9]2[C:13]3[CH:14]=[C:15]([C:18]([NH:20][NH2:21])=[O:19])[CH:16]=[CH:17][C:12]=3[O:11][CH:10]=2)=[CH:5][CH:4]=1.[C:22](OCC)(OCC)(OCC)[CH2:23][CH3:24], predict the reaction product. The product is: [CH2:23]([C:24]1[O:19][C:18]([C:15]2[CH:16]=[CH:17][C:12]3[O:11][CH:10]=[C:9]([C:6]4[CH:5]=[CH:4][C:3]([S:2][CH3:1])=[CH:8][CH:7]=4)[C:13]=3[CH:14]=2)=[N:20][N:21]=1)[CH3:22]. (5) Given the reactants C(OC([N:11]1[CH2:16][CH2:15][CH2:14][C:13]([NH2:23])([C:17]2[CH:22]=[CH:21][CH:20]=[CH:19][CH:18]=2)[CH2:12]1)=O)C1C=CC=CC=1.[CH:24]1([C:27]2[CH:35]=[C:34]([C:36]([F:39])([F:38])[F:37])[CH:33]=[CH:32][C:28]=2[C:29](O)=[O:30])[CH2:26][CH2:25]1, predict the reaction product. The product is: [CH:24]1([C:27]2[CH:35]=[C:34]([C:36]([F:37])([F:38])[F:39])[CH:33]=[CH:32][C:28]=2[C:29]([NH:23][C:13]2([C:17]3[CH:18]=[CH:19][CH:20]=[CH:21][CH:22]=3)[CH2:14][CH2:15][CH2:16][NH:11][CH2:12]2)=[O:30])[CH2:26][CH2:25]1. (6) Given the reactants [Cl:1][C:2]1[N:7]=[CH:6][C:5]2[C:8](I)=[CH:9][N:10]([CH:11]([CH3:13])[CH3:12])[C:4]=2[CH:3]=1.[C:15]([NH2:18])(=[O:17])[CH3:16].CN[C@@H]1CCCC[C@H]1NC.[O-]P(OP(OP([O-])([O-])=O)([O-])=O)(=O)[O-].[K+].[K+].[K+].[K+].[K+], predict the reaction product. The product is: [Cl:1][C:2]1[N:7]=[CH:6][C:5]2[C:8]([NH:18][C:15](=[O:17])[CH3:16])=[CH:9][N:10]([CH:11]([CH3:13])[CH3:12])[C:4]=2[CH:3]=1. (7) Given the reactants [F:1][C:2]1[CH:7]=[CH:6][CH:5]=[CH:4][C:3]=1[N:8]1[C:12]([C:13]2[CH:18]=[CH:17][N:16]=[CH:15][CH:14]=2)=[C:11]([C:19](OCC)=[O:20])[N:10]=[N:9]1.[N:24]1([CH2:29][C:30]2[CH:31]=[C:32]([CH:37]=[CH:38][CH:39]=2)[C:33](=[N:35]O)[NH2:34])[CH:28]=[CH:27][N:26]=[CH:25]1, predict the reaction product. The product is: [F:1][C:2]1[CH:7]=[CH:6][CH:5]=[CH:4][C:3]=1[N:8]1[C:12]([C:13]2[CH:14]=[CH:15][N:16]=[CH:17][CH:18]=2)=[C:11]([C:19]2[O:20][N:34]=[C:33]([C:32]3[CH:37]=[CH:38][CH:39]=[C:30]([CH2:29][N:24]4[CH:28]=[CH:27][N:26]=[CH:25]4)[CH:31]=3)[N:35]=2)[N:10]=[N:9]1.